This data is from Full USPTO retrosynthesis dataset with 1.9M reactions from patents (1976-2016). The task is: Predict the reactants needed to synthesize the given product. (1) Given the product [CH2:27]([O:29][C:30]([C:32]1[O:36][N:35]=[C:34]([C:37]2[CH:38]=[CH:39][C:40]([NH:43][C:44]([NH:46][CH:47]3[CH2:52][CH2:51][CH2:50][CH2:49][CH2:48]3)=[O:45])=[CH:41][CH:42]=2)[CH:33]=1)=[O:31])[CH3:28], predict the reactants needed to synthesize it. The reactants are: C(OC(C1ON=C(C2C=CC(N)=CC=2)C=1)=O)C.C1(N=C=O)CCCCC1.[CH2:27]([O:29][C:30]([C:32]1[O:36][N:35]=[C:34]([C:37]2[CH:42]=[CH:41][C:40]([NH:43][C:44]([NH:46][C:47]3[CH:52]=[CH:51][CH:50]=[CH:49][CH:48]=3)=[O:45])=[CH:39][CH:38]=2)[CH:33]=1)=[O:31])[CH3:28].[K+].[Br-]. (2) Given the product [Br:12][C:13]1[CH:14]=[C:15]2[C:19](=[CH:20][CH:21]=1)[NH:18][CH:17]=[C:16]2/[CH:22]=[C:7]1\[O:8][C:4]2[CH:3]=[C:2]([OH:1])[CH:11]=[CH:10][C:5]=2[C:6]\1=[O:9], predict the reactants needed to synthesize it. The reactants are: [OH:1][C:2]1[CH:11]=[CH:10][C:5]2[C:6](=[O:9])[CH2:7][O:8][C:4]=2[CH:3]=1.[Br:12][C:13]1[CH:14]=[C:15]2[C:19](=[CH:20][CH:21]=1)[NH:18][CH:17]=[C:16]2[CH:22]=O.Cl. (3) Given the product [I:1][C:2]1[CH:3]=[C:4]2[C:8](=[CH:9][CH:10]=1)[N:7]([CH:11]1[CH2:16][CH2:15][CH2:14][CH2:13][O:12]1)[N:6]=[C:5]2[CH2:17][N:30]([CH3:31])[CH2:29][CH2:28][N:20]([CH3:19])[C:21](=[O:27])[O:22][C:23]([CH3:24])([CH3:25])[CH3:26], predict the reactants needed to synthesize it. The reactants are: [I:1][C:2]1[CH:3]=[C:4]2[C:8](=[CH:9][CH:10]=1)[N:7]([CH:11]1[CH2:16][CH2:15][CH2:14][CH2:13][O:12]1)[N:6]=[C:5]2[CH:17]=O.[CH3:19][N:20]([CH2:28][CH2:29][NH:30][CH3:31])[C:21](=[O:27])[O:22][C:23]([CH3:26])([CH3:25])[CH3:24].[Na]. (4) Given the product [Cl:1][C:2]1[CH:7]=[CH:6][C:5](/[CH:8]=[CH:9]/[C:10]([N:20]2[CH2:25][CH2:24][O:23][CH:22]([CH2:26][CH2:27][NH:28][C:29](=[O:35])[O:30][C:31]([CH3:33])([CH3:32])[CH3:34])[CH2:21]2)=[O:12])=[C:4]([CH2:13][N:14]2[N:18]=[N:17][C:16]([CH3:19])=[N:15]2)[CH:3]=1, predict the reactants needed to synthesize it. The reactants are: [Cl:1][C:2]1[CH:7]=[CH:6][C:5](/[CH:8]=[CH:9]/[C:10]([OH:12])=O)=[C:4]([CH2:13][N:14]2[N:18]=[N:17][C:16]([CH3:19])=[N:15]2)[CH:3]=1.[NH:20]1[CH2:25][CH2:24][O:23][CH:22]([CH2:26][CH2:27][NH:28][C:29](=[O:35])[O:30][C:31]([CH3:34])([CH3:33])[CH3:32])[CH2:21]1.CCN(C(C)C)C(C)C.C(P1(=O)OP(CCC)(=O)OP(CCC)(=O)O1)CC. (5) Given the product [Cl:2][C:3]1[N:4]=[CH:5][C:6]2=[CH:7][CH:8]=[C:9]3[C:10]([NH:13][C:14]4[CH2:19][CH2:18][CH2:17][C:16](=[O:20])[C:15]3=4)=[C:11]2[CH:12]=1, predict the reactants needed to synthesize it. The reactants are: O.[Cl:2][C:3]1[N:4]=[CH:5][C:6]2[C:11]([CH:12]=1)=[C:10]([NH:13][C:14]1[CH2:19][CH2:18][CH2:17][C:16](=[O:20])[CH:15]=1)[CH:9]=[CH:8][CH:7]=2. (6) Given the product [C:8]1([CH2:11][C:12]([OH:14])=[O:13])[CH:9]=[CH:10][CH:5]=[CH:6][CH:7]=1, predict the reactants needed to synthesize it. The reactants are: C([C:5]1[CH:10]=[CH:9][C:8]([CH2:11][C:12]([OH:14])=[O:13])=[CH:7][CH:6]=1)(C)(C)C.FC1C=CC=C(F)C=1CC(O)=O.[N+](C1C=C([N+]([O-])=O)C=CC=1CC(O)=O)([O-])=O.C(OC1C=CC(CC(O)=O)=CC=1)C1C=CC=CC=1.ClC1C=C(CC(O)=O)C=CC=1OC.BrC1C=C(CC(O)=O)C=CC=1OC.[N+](C1C=C(CC(O)=O)C=CC=1OC)([O-])=O.COC1C=C(CC(O)=O)C=CC=1OC.COC1C(OC)=C(OC)C=CC=1CC(O)=O.C1OC2C=CC(CC(O)=O)=CC=2O1.C(OC1C=C(CC(O)=O)C=CC=1OCC)C.C1(C2C=CC=CC=2)C=CC(CC(O)=O)=CC=1.O(C1C=C(CC(O)=O)C=CC=1)C1C=CC=CC=1.C(NC1C=CC(CC(O)=O)=CC=1)=O.CN(C1C=CC(CC(O)=O)=CC=1)C. (7) Given the product [CH3:23][O:13][C:12](=[O:14])[C@@H:11]([NH:15][C:16]([O:18][C:19]([CH3:22])([CH3:21])[CH3:20])=[O:17])[CH2:10][C:7]1[CH:6]=[CH:5][C:4]([N+:1]([O-:3])=[O:2])=[CH:9][CH:8]=1, predict the reactants needed to synthesize it. The reactants are: [N+:1]([C:4]1[CH:9]=[CH:8][C:7]([CH2:10][C@H:11]([NH:15][C:16]([O:18][C:19]([CH3:22])([CH3:21])[CH3:20])=[O:17])[C:12]([OH:14])=[O:13])=[CH:6][CH:5]=1)([O-:3])=[O:2].[C:23](=O)([O-])[O-].[Na+].[Na+].CI. (8) Given the product [CH2:27]([O:29][C:30]1[CH:35]=[CH:34][CH:33]=[CH:32][C:31]=1[NH:36][C:37]([NH:1][C:2]1[CH:3]=[CH:4][C:5]([C:8]2[CH:13]=[CH:12][C:11]([C:14](=[O:26])[CH2:15][C:16]3([C:22]([OH:24])=[O:23])[CH2:21][CH2:20][O:19][CH2:18][CH2:17]3)=[CH:10][CH:9]=2)=[CH:6][CH:7]=1)=[O:38])[CH3:28], predict the reactants needed to synthesize it. The reactants are: [NH2:1][C:2]1[CH:7]=[CH:6][C:5]([C:8]2[CH:13]=[CH:12][C:11]([C:14](=[O:26])[CH2:15][C:16]3([C:22]([O:24]C)=[O:23])[CH2:21][CH2:20][O:19][CH2:18][CH2:17]3)=[CH:10][CH:9]=2)=[CH:4][CH:3]=1.[CH2:27]([O:29][C:30]1[CH:35]=[CH:34][CH:33]=[CH:32][C:31]=1[N:36]=[C:37]=[O:38])[CH3:28].[OH-].[Na+].